From a dataset of Forward reaction prediction with 1.9M reactions from USPTO patents (1976-2016). Predict the product of the given reaction. (1) Given the reactants Cl[C:2]1[CH:3]=[CH:4][C:5]([N+:10]([O-:12])=[O:11])=[C:6]([O:8][CH3:9])[CH:7]=1.[CH3:13][PH:14](=[O:16])[CH3:15].CC1(C)C2C(=C(P(C3C=CC=CC=3)C3C=CC=CC=3)C=CC=2)OC2C(P(C3C=CC=CC=3)C3C=CC=CC=3)=CC=CC1=2.P([O-])([O-])([O-])=O.[K+].[K+].[K+], predict the reaction product. The product is: [CH3:9][O:8][C:6]1[CH:7]=[C:2]([P:14](=[O:16])([CH3:15])[CH3:13])[CH:3]=[CH:4][C:5]=1[N+:10]([O-:12])=[O:11]. (2) Given the reactants Cl[C:2]1[CH:7]=[C:6]([CH3:8])[C:5]([N+:9]([O-:11])=[O:10])=[CH:4][N:3]=1.[N:12]1[CH:17]=[CH:16][CH:15]=[C:14](B(O)O)[CH:13]=1, predict the reaction product. The product is: [CH3:8][C:6]1[C:5]([N+:9]([O-:11])=[O:10])=[CH:4][N:3]=[C:2]([C:14]2[CH:13]=[N:12][CH:17]=[CH:16][CH:15]=2)[CH:7]=1. (3) Given the reactants [Cl:1][C:2]1[CH:7]=[CH:6][C:5]([CH:8]([C:28]2[CH:33]=[CH:32][CH:31]=[C:30]([C:34]#[N:35])[CH:29]=2)[N:9]2[CH2:12][CH:11]([CH:13]([C:18]3[CH:19]=[C:20]([CH:24]=[C:25]([F:27])[CH:26]=3)[C:21]([OH:23])=O)[C:14]([F:17])([CH3:16])[CH3:15])[CH2:10]2)=[CH:4][CH:3]=1.[CH3:36][NH:37][CH3:38], predict the reaction product. The product is: [Cl:1][C:2]1[CH:7]=[CH:6][C:5]([CH:8]([C:28]2[CH:33]=[CH:32][CH:31]=[C:30]([C:34]#[N:35])[CH:29]=2)[N:9]2[CH2:12][CH:11]([CH:13]([C:18]3[CH:19]=[C:20]([CH:24]=[C:25]([F:27])[CH:26]=3)[C:21]([N:37]([CH3:38])[CH3:36])=[O:23])[C:14]([F:17])([CH3:15])[CH3:16])[CH2:10]2)=[CH:4][CH:3]=1. (4) Given the reactants [C:1]([C:3]1[CH:4]=[CH:5][C:6]2[O:11][CH2:10][C:9](=[O:12])[N:8]([CH2:13][CH2:14][C@H:15]3[CH2:20][CH2:19][C@H:18]([NH:21]C(=O)OC(C)(C)C)[CH2:17][CH2:16]3)[C:7]=2[CH:29]=1)#[N:2].NC1CCN(CCN2C3C(=CC=C(C#N)C=3)C=CC2=O)CC1, predict the reaction product. The product is: [NH2:21][C@H:18]1[CH2:19][CH2:20][C@H:15]([CH2:14][CH2:13][N:8]2[C:7]3[CH:29]=[C:3]([C:1]#[N:2])[CH:4]=[CH:5][C:6]=3[O:11][CH2:10][C:9]2=[O:12])[CH2:16][CH2:17]1. (5) Given the reactants [OH2:1].[F:2][C:3]1[CH:8]=[CH:7][C:6]([S:9][CH:10]2[CH2:15][CH2:14][N:13]([C:16]([O:18][C:19]([CH3:22])([CH3:21])[CH3:20])=[O:17])[CH2:12][CH2:11]2)=[CH:5][CH:4]=1.[OH:23]OS([O-])=O.[K+], predict the reaction product. The product is: [F:2][C:3]1[CH:4]=[CH:5][C:6]([S:9]([CH:10]2[CH2:11][CH2:12][N:13]([C:16]([O:18][C:19]([CH3:22])([CH3:21])[CH3:20])=[O:17])[CH2:14][CH2:15]2)(=[O:23])=[O:1])=[CH:7][CH:8]=1. (6) The product is: [CH2:30]([C:32]1[N:33]([C:2]2[N:10]=[C:9]3[C:5]([N:6]=[C:7]([CH2:12][CH2:13][N:14]4[CH2:19][CH:18]([CH:20]([CH3:22])[CH3:21])[NH:17][C:16](=[O:23])[CH2:15]4)[N:8]3[CH3:11])=[C:4]([N:24]3[CH2:25][CH2:26][O:27][CH2:28][CH2:29]3)[N:3]=2)[C:34]2[CH:40]=[CH:39][CH:38]=[CH:37][C:35]=2[N:36]=1)[CH3:31]. Given the reactants Cl[C:2]1[N:10]=[C:9]2[C:5]([N:6]=[C:7]([CH2:12][CH2:13][N:14]3[CH2:19][CH:18]([CH:20]([CH3:22])[CH3:21])[NH:17][C:16](=[O:23])[CH2:15]3)[N:8]2[CH3:11])=[C:4]([N:24]2[CH2:29][CH2:28][O:27][CH2:26][CH2:25]2)[N:3]=1.[CH2:30]([C:32]1[NH:33][C:34]2[CH:40]=[CH:39][CH:38]=[CH:37][C:35]=2[N:36]=1)[CH3:31].CC(C1C=C(C(C)C)C(C2C=CC=CC=2P(C2CCCCC2)C2CCCCC2)=C(C(C)C)C=1)C.C([O-])([O-])=O.[Cs+].[Cs+], predict the reaction product. (7) Given the reactants [NH2:1][C:2]1[CH:6]=[C:5]([C:7]2[CH:12]=[CH:11][C:10]([O:13][CH3:14])=[CH:9][CH:8]=2)[S:4][C:3]=1[C:15]([O:17]C)=[O:16].[OH-].[Li+].Cl, predict the reaction product. The product is: [NH2:1][C:2]1[CH:6]=[C:5]([C:7]2[CH:8]=[CH:9][C:10]([O:13][CH3:14])=[CH:11][CH:12]=2)[S:4][C:3]=1[C:15]([OH:17])=[O:16].